This data is from Forward reaction prediction with 1.9M reactions from USPTO patents (1976-2016). The task is: Predict the product of the given reaction. (1) Given the reactants Cl.[NH:2]1[C:6]2[CH:7]=[CH:8][C:9]([C:11]([N:13]3[CH2:16][C:15]4([CH2:21][CH2:20][NH:19][CH2:18][CH2:17]4)[CH2:14]3)=[O:12])=[CH:10][C:5]=2[N:4]=[N:3]1.N12CCCN=C1CCCCC2.Br[C:34]1[S:35][C:36]([C:39]2[CH:44]=[CH:43][C:42]([Cl:45])=[CH:41][CH:40]=2)=[N:37][N:38]=1, predict the reaction product. The product is: [NH:2]1[C:6]2[CH:7]=[CH:8][C:9]([C:11]([N:13]3[CH2:16][C:15]4([CH2:17][CH2:18][N:19]([C:34]5[S:35][C:36]([C:39]6[CH:44]=[CH:43][C:42]([Cl:45])=[CH:41][CH:40]=6)=[N:37][N:38]=5)[CH2:20][CH2:21]4)[CH2:14]3)=[O:12])=[CH:10][C:5]=2[N:4]=[N:3]1. (2) Given the reactants Cl[C:2]1[N:7]=[CH:6][N:5]=[C:4]([NH:8][C:9]2[CH:14]=[CH:13][N:12]=[C:11]([C:15]([OH:18])([CH3:17])[CH3:16])[CH:10]=2)[N:3]=1.[F:19][C@H:20]1[C@@H:25]([O:26][C:27]2[CH:34]=[CH:33][C:32](B3OC(C)(C)C(C)(C)O3)=[CH:31][C:28]=2[C:29]#[N:30])[CH2:24][CH2:23][N:22]([C:44](=[O:48])[C@@H:45]([OH:47])[CH3:46])[CH2:21]1.C(=O)([O-])[O-].[Na+].[Na+], predict the reaction product. The product is: [F:19][C@H:20]1[C@@H:25]([O:26][C:27]2[CH:34]=[CH:33][C:32]([C:2]3[N:3]=[C:4]([NH:8][C:9]4[CH:14]=[CH:13][N:12]=[C:11]([C:15]([OH:18])([CH3:17])[CH3:16])[CH:10]=4)[N:5]=[CH:6][N:7]=3)=[CH:31][C:28]=2[C:29]#[N:30])[CH2:24][CH2:23][N:22]([C:44](=[O:48])[C@@H:45]([OH:47])[CH3:46])[CH2:21]1. (3) Given the reactants [CH2:1]([O:8][C:9]1[CH:32]=[CH:31][C:12]([O:13][Si:14]([C:27]([CH3:30])([CH3:29])[CH3:28])([C:21]2[CH:26]=[CH:25][CH:24]=[CH:23][CH:22]=2)[C:15]2[CH:20]=[CH:19][CH:18]=[CH:17][CH:16]=2)=[CH:11][CH:10]=1)[C:2]1[CH:7]=CC=CC=1.C1CCCCC=1.C([OH:41])C, predict the reaction product. The product is: [C:27]([Si:14]([O:13][C:12]1[CH:11]=[CH:10][C:9]([O:8][CH2:1][CH:2]2[CH2:7][O:41]2)=[CH:32][CH:31]=1)([C:21]1[CH:22]=[CH:23][CH:24]=[CH:25][CH:26]=1)[C:15]1[CH:20]=[CH:19][CH:18]=[CH:17][CH:16]=1)([CH3:28])([CH3:30])[CH3:29]. (4) Given the reactants [NH2:1][C:2]1[N:3]=[C:4]2[CH:9]=[CH:8][C:7]([O:10][C:11]3[CH:12]=[C:13]([NH:17][C:18](=[O:29])[C:19]4[CH:24]=[CH:23][CH:22]=[C:21]([C:25]([F:28])([F:27])[F:26])[CH:20]=4)[CH:14]=[CH:15][CH:16]=3)=[N:6][N:5]2[CH:30]=1.[H-].[Na+].[Cl:33][C:34]1[N:39]=[C:38](Cl)[CH:37]=[CH:36][N:35]=1.C(OCC)(=O)C, predict the reaction product. The product is: [Cl:33][C:34]1[N:39]=[C:38]([NH:1][C:2]2[N:3]=[C:4]3[CH:9]=[CH:8][C:7]([O:10][C:11]4[CH:12]=[C:13]([NH:17][C:18](=[O:29])[C:19]5[CH:24]=[CH:23][CH:22]=[C:21]([C:25]([F:28])([F:27])[F:26])[CH:20]=5)[CH:14]=[CH:15][CH:16]=4)=[N:6][N:5]3[CH:30]=2)[CH:37]=[CH:36][N:35]=1. (5) Given the reactants C(O[C:7]1[CH:16]=[CH:15][C:14]2[C:9](=[CH:10][CH:11]=[CH:12][CH:13]=2)[C:8]=1[CH:17]=[O:18])CC(C)C.[OH:19][C:20]1C2C(=CC=CC=2)C(C=O)=[CH:22][CH:21]=1.BrCCC, predict the reaction product. The product is: [CH2:20]([O:19][C:15]1[C:14]2[C:9](=[CH:10][CH:11]=[CH:12][CH:13]=2)[C:8]([CH:17]=[O:18])=[CH:7][CH:16]=1)[CH2:21][CH3:22]. (6) Given the reactants [OH:1]C1C=C(CCC2C=CC(O)=C(O)C=2)C=CC=1O.[OH:40][C:35]1[CH:34]=[C:33]([CH:38]=[CH:37][C:36]=1[OH:39])[CH2:32]N[C@@H]1CCCC[C@H]1N[CH2:32][C:33]1[CH:38]=[CH:37][C:36]([OH:39])=[C:35]([OH:40])[CH:34]=1.OC1C=C(C=CC=1O)CNC(=O)C(N[C:63](=[O:72])[C:64]1[CH:69]=[CH:68][C:67]([OH:70])=[C:66]([OH:71])[CH:65]=1)=CC1C=CC(O)=C(O)C=1.OC1C=C(C=CC=1O)CNCC1C=CC(O)=C(O)C=1.OC1C=C(NC(NC2C=CC(O)=C(O)C=2)=O)C=CC=1O.OC1C=C(NC(NCCC2C=CC(O)=C(O)C=2)=O)C=CC=1O, predict the reaction product. The product is: [OH:71][C:66]1[CH:65]=[C:64]([C:63]([CH:32]([C:33]2[CH:38]=[CH:37][C:36]([OH:39])=[C:35]([OH:40])[CH:34]=2)[OH:1])=[O:72])[CH:69]=[CH:68][C:67]=1[OH:70]. (7) Given the reactants [CH3:1][O:2][CH2:3][C@@H:4]1[O:8][C:7]2([CH2:13][CH2:12][CH2:11][CH2:10][CH2:9]2)[O:6][C@H:5]1[CH:14]=O.[OH2:16].Cl.[NH2:18]O.C([O-])([O-])=O.[Na+].[Na+], predict the reaction product. The product is: [CH3:1][O:2][CH2:3][CH:4]1[O:8][C:7]2([CH2:13][CH2:12][CH2:11][CH2:10][CH2:9]2)[O:6][CH:5]1[CH:14]=[N:18][OH:16]. (8) Given the reactants [NH2:1][C:2]1[C:7]2[NH:8][C:9](=[O:12])[N:10]([CH3:11])[C:6]=2[CH:5]=[CH:4][N:3]=1.Cl[C:14]1[S:15][C:16]([C:19]#[N:20])=[CH:17][N:18]=1.[H-].[Na+].O, predict the reaction product. The product is: [CH3:11][N:10]1[C:6]2[CH:5]=[CH:4][N:3]=[C:2]([NH:1][C:14]3[S:15][C:16]([C:19]#[N:20])=[CH:17][N:18]=3)[C:7]=2[NH:8][C:9]1=[O:12].